From a dataset of Forward reaction prediction with 1.9M reactions from USPTO patents (1976-2016). Predict the product of the given reaction. Given the reactants [CH2:1]([O:8][C:9]1[CH:18]=[C:17]2[C:12]([C:13]3[N:21]4[CH2:22][CH2:23][O:24][CH2:25][C:20]4=[N:19][C:14]=3[CH:15]=[N:16]2)=[CH:11][CH:10]=1)[C:2]1[CH:7]=[CH:6][CH:5]=[CH:4][CH:3]=1.ClC1C=C(C=CC=1)C(OO)=O.[OH-].[NH4+:38].C1(C)C=CC(S(Cl)(=O)=O)=CC=1, predict the reaction product. The product is: [CH2:1]([O:8][C:9]1[CH:18]=[C:17]2[C:12]([C:13]3[N:21]4[CH2:22][CH2:23][O:24][CH2:25][C:20]4=[N:19][C:14]=3[C:15]([NH2:38])=[N:16]2)=[CH:11][CH:10]=1)[C:2]1[CH:3]=[CH:4][CH:5]=[CH:6][CH:7]=1.